This data is from Catalyst prediction with 721,799 reactions and 888 catalyst types from USPTO. The task is: Predict which catalyst facilitates the given reaction. (1) Reactant: C(=O)([O-])[O-].[Cs+].[Cs+].[CH2:7]([NH2:15])[CH2:8][C:9]1[CH:14]=[CH:13][CH:12]=[CH:11][CH:10]=1.I[C:17]1[CH:18]=[C:19]([CH3:24])[C:20]([CH3:23])=[CH:21][CH:22]=1.C(C1CCCCC1=O)(=O)C. Product: [CH3:24][C:19]1[CH:18]=[C:17]([NH:15][CH2:7][CH2:8][C:9]2[CH:14]=[CH:13][CH:12]=[CH:11][CH:10]=2)[CH:22]=[CH:21][C:20]=1[CH3:23]. The catalyst class is: 580. (2) Reactant: I[CH2:2][C:3]([O:5][CH3:6])=[O:4].[CH-:7]1[CH:11]=[CH:10][CH:9]=[CH:8]1.[Na+]. Product: [CH:11]1[CH2:10][CH:9]=[C:8]([CH2:2][C:3]([O:5][CH3:6])=[O:4])[CH:7]=1.[CH:7]1[CH:8]=[CH:9][CH:10]([CH2:2][C:3]([O:5][CH3:6])=[O:4])[CH:11]=1. The catalyst class is: 7. (3) Reactant: C([O-])(=O)C.[K+].Br[C:7]1[CH:12]=[CH:11][C:10]([N:13]2[N:17]=[C:16]([O:18][CH3:19])[CH:15]=[N:14]2)=[CH:9][CH:8]=1.[B:20]1([B:20]2[O:24][C:23]([CH3:26])([CH3:25])[C:22]([CH3:28])([CH3:27])[O:21]2)[O:24][C:23]([CH3:26])([CH3:25])[C:22]([CH3:28])([CH3:27])[O:21]1. Product: [CH3:19][O:18][C:16]1[CH:15]=[N:14][N:13]([C:10]2[CH:11]=[CH:12][C:7]([B:20]3[O:24][C:23]([CH3:26])([CH3:25])[C:22]([CH3:28])([CH3:27])[O:21]3)=[CH:8][CH:9]=2)[N:17]=1. The catalyst class is: 140.